Dataset: Full USPTO retrosynthesis dataset with 1.9M reactions from patents (1976-2016). Task: Predict the reactants needed to synthesize the given product. (1) Given the product [CH2:12]([O:11][C:9]([CH2:8][S:2]([OH:4])(=[O:1])=[O:3])=[O:10])[CH3:13], predict the reactants needed to synthesize it. The reactants are: [O-:1][S:2]([O-:4])=[O:3].[Na+].[Na+].Cl[CH2:8][C:9]([O:11][CH2:12][CH3:13])=[O:10]. (2) Given the product [CH3:1][N:2]([CH3:17])[CH2:3][CH2:4][O:5][C:6]1[CH:11]=[CH:10][C:9]([C:19]2[CH:20]=[N:21][CH:22]=[CH:23][CH:24]=2)=[CH:8][C:7]=1[CH:15]=[O:16], predict the reactants needed to synthesize it. The reactants are: [CH3:1][N:2]([CH3:17])[CH2:3][CH2:4][O:5][C:6]1[CH:11]=[CH:10][C:9](B(O)O)=[CH:8][C:7]=1[CH:15]=[O:16].Br[C:19]1[CH:20]=[N:21][CH:22]=[CH:23][CH:24]=1.